This data is from Peptide-MHC class I binding affinity with 185,985 pairs from IEDB/IMGT. The task is: Regression. Given a peptide amino acid sequence and an MHC pseudo amino acid sequence, predict their binding affinity value. This is MHC class I binding data. (1) The peptide sequence is LLRHYYNKR. The MHC is HLA-A03:01 with pseudo-sequence HLA-A03:01. The binding affinity (normalized) is 0.260. (2) The peptide sequence is KSLYNTIATLY. The MHC is HLA-A11:01 with pseudo-sequence HLA-A11:01. The binding affinity (normalized) is 0.395. (3) The peptide sequence is ALVEICTEMEK. The MHC is HLA-B44:03 with pseudo-sequence HLA-B44:03. The binding affinity (normalized) is 0. (4) The peptide sequence is YDQLLDSSL. The MHC is HLA-B44:02 with pseudo-sequence HLA-B44:02. The binding affinity (normalized) is 0.0586. (5) The MHC is HLA-A02:01 with pseudo-sequence HLA-A02:01. The binding affinity (normalized) is 0.0703. The peptide sequence is NMKPNFWSRI. (6) The peptide sequence is QQLCTMERT. The MHC is HLA-A02:02 with pseudo-sequence HLA-A02:02. The binding affinity (normalized) is 0. (7) The peptide sequence is CFTSLVWAPLILA. The MHC is HLA-B44:02 with pseudo-sequence HLA-B44:02. The binding affinity (normalized) is 0.114. (8) The peptide sequence is DPHGPVQLSYYD. The MHC is HLA-B58:01 with pseudo-sequence HLA-B58:01. The binding affinity (normalized) is 0.0487.